From a dataset of Forward reaction prediction with 1.9M reactions from USPTO patents (1976-2016). Predict the product of the given reaction. (1) The product is: [CH3:14][O:15][CH2:16][CH2:17][O:13][C:10]1[CH:9]=[CH:8][C:7]([C:5]2[N:6]=[C:2]([NH2:1])[S:3][CH:4]=2)=[CH:12][CH:11]=1. Given the reactants [NH2:1][C:2]1[S:3][CH:4]=[C:5]([C:7]2[CH:12]=[CH:11][C:10]([OH:13])=[CH:9][CH:8]=2)[N:6]=1.[CH3:14][O:15][CH2:16][CH2:17]O.C1(P(C2C=CC=CC=2)C2C=CC=CC=2)C=CC=CC=1.CCOC(/N=N/C(OCC)=O)=O, predict the reaction product. (2) Given the reactants [CH3:1][C:2]1[C:3]([N:24]2[CH2:29][CH2:28][CH2:27][C@H:26]([NH:30]C(=O)OC(C)(C)C)[CH2:25]2)=[N:4][C:5]([N:8]2[C:16]3[CH:15]=[C:14]([C:17]4[CH:22]=[N:21][CH:20]=[C:19]([CH3:23])[N:18]=4)[N:13]=[CH:12][C:11]=3[CH:10]=[N:9]2)=[CH:6][N:7]=1.O1CCOCC1, predict the reaction product. The product is: [CH3:1][C:2]1[C:3]([N:24]2[CH2:29][CH2:28][CH2:27][C@H:26]([NH2:30])[CH2:25]2)=[N:4][C:5]([N:8]2[C:16]3[CH:15]=[C:14]([C:17]4[CH:22]=[N:21][CH:20]=[C:19]([CH3:23])[N:18]=4)[N:13]=[CH:12][C:11]=3[CH:10]=[N:9]2)=[CH:6][N:7]=1. (3) Given the reactants C[O:2][C:3](=O)[C:4]([N:7]1[CH:11]=[C:10]([Br:12])[CH:9]=[N:8]1)([CH3:6])[CH3:5].[H-].[H-].[H-].[H-].[Li+].[Al+3], predict the reaction product. The product is: [Br:12][C:10]1[CH:9]=[N:8][N:7]([C:4]([CH3:6])([CH3:5])[CH2:3][OH:2])[CH:11]=1. (4) The product is: [CH3:12][C:13]([NH:7][C:6]1[CH:8]=[CH:9][C:3]([C:2]([F:10])([F:11])[F:1])=[CH:4][CH:5]=1)([CH3:17])[C:14]#[N:15]. Given the reactants [F:1][C:2]([F:11])([F:10])[C:3]1[CH:9]=[CH:8][C:6]([NH2:7])=[CH:5][CH:4]=1.[CH3:12][C:13]([CH3:17])(O)[C:14]#[N:15].S([O-])([O-])(=O)=O.[Mg+2], predict the reaction product. (5) Given the reactants [C:1]([C:3]1[CH:8]=[CH:7][C:6](F)=[C:5]([N+:10]([O-])=O)[CH:4]=1)#[N:2].[CH3:13][O:14][CH2:15][CH2:16][NH:17][CH2:18][CH2:19][O:20][CH3:21].[H][H], predict the reaction product. The product is: [NH2:10][C:5]1[CH:4]=[C:3]([CH:8]=[CH:7][C:6]=1[N:17]([CH2:18][CH2:19][O:20][CH3:21])[CH2:16][CH2:15][O:14][CH3:13])[C:1]#[N:2]. (6) Given the reactants C(Cl)(=O)C(Cl)=O.[CH3:7][CH:8]1[CH2:13][CH2:12][CH2:11][CH2:10][N:9]1[C:14]1[CH:22]=[CH:21][C:17]([C:18]([OH:20])=O)=[CH:16][C:15]=1[C:23]([F:26])([F:25])[F:24].[F:27][C:28]1[CH:29]=[CH:30][C:31]([O:38][CH3:39])=[C:32]([C:34](=[N:36]O)[NH2:35])[CH:33]=1.CCN(C(C)C)C(C)C, predict the reaction product. The product is: [F:27][C:28]1[CH:29]=[CH:30][C:31]([O:38][CH3:39])=[C:32]([C:34]2[N:35]=[C:18]([C:17]3[CH:21]=[CH:22][C:14]([N:9]4[CH2:10][CH2:11][CH2:12][CH2:13][CH:8]4[CH3:7])=[C:15]([C:23]([F:26])([F:25])[F:24])[CH:16]=3)[O:20][N:36]=2)[CH:33]=1. (7) Given the reactants C[O:2][C:3](=O)[CH:4]=[CH:5][CH:6]=[CH:7][CH2:8][S:9][C:10]1[CH:15]=[CH:14][C:13]([N:16]([CH3:18])[CH3:17])=[CH:12][CH:11]=1.[NH2:20][OH:21].[OH-].[K+].CO, predict the reaction product. The product is: [OH:21][NH:20][C:3](=[O:2])[CH:4]=[CH:5][CH:6]=[CH:7][CH2:8][S:9][C:10]1[CH:15]=[CH:14][C:13]([N:16]([CH3:18])[CH3:17])=[CH:12][CH:11]=1.